This data is from Full USPTO retrosynthesis dataset with 1.9M reactions from patents (1976-2016). The task is: Predict the reactants needed to synthesize the given product. (1) The reactants are: FC(F)(F)S(O[C:7]1[CH:16]=[C:15]2[C:10]([CH2:11][CH2:12][CH:13]([C:17]([O:19][CH3:20])=[O:18])[CH2:14]2)=[CH:9][CH:8]=1)(=O)=O.C(N(CC)CC)C.[C:30]1([C:36]#[CH:37])[CH:35]=[CH:34][CH:33]=[CH:32][CH:31]=1.O. Given the product [C:30]1([C:36]#[C:37][C:7]2[CH:16]=[C:15]3[C:10]([CH2:11][CH2:12][CH:13]([C:17]([O:19][CH3:20])=[O:18])[CH2:14]3)=[CH:9][CH:8]=2)[CH:35]=[CH:34][CH:33]=[CH:32][CH:31]=1, predict the reactants needed to synthesize it. (2) Given the product [CH2:27]([NH:26][C:24]([NH:23][C:21]1[N:22]=[C:18]2[CH:17]=[C:16]([C:29]3[CH:30]=[N:31][CH:32]=[CH:33][CH:34]=3)[CH:15]=[C:14]([N:11]3[CH2:10][CH2:9][NH:8][CH2:13][CH2:12]3)[N:19]2[N:20]=1)=[O:25])[CH3:28], predict the reactants needed to synthesize it. The reactants are: C(OC([N:8]1[CH2:13][CH2:12][N:11]([C:14]2[N:19]3[N:20]=[C:21]([NH:23][C:24]([NH:26][CH2:27][CH3:28])=[O:25])[N:22]=[C:18]3[CH:17]=[C:16]([C:29]3[CH:30]=[N:31][CH:32]=[CH:33][CH:34]=3)[CH:15]=2)[CH2:10][CH2:9]1)=O)(C)(C)C. (3) Given the product [OH:17][C:18]1[CH:23]=[CH:22][C:21]([CH2:24][C:25]([NH:1][C:2]2[CH:7]=[CH:6][CH:5]=[CH:4][C:3]=2[C:8]2[NH:9][C:10]3[C:15]([CH:16]=2)=[CH:14][CH:13]=[CH:12][CH:11]=3)=[O:26])=[CH:20][CH:19]=1, predict the reactants needed to synthesize it. The reactants are: [NH2:1][C:2]1[CH:7]=[CH:6][CH:5]=[CH:4][C:3]=1[C:8]1[NH:9][C:10]2[C:15]([CH:16]=1)=[CH:14][CH:13]=[CH:12][CH:11]=2.[OH:17][C:18]1[CH:23]=[CH:22][C:21]([CH2:24][C:25](O)=[O:26])=[CH:20][CH:19]=1.Cl.CN(CCCN=C=NCC)C. (4) Given the product [Cl:1][C:2]1[CH:7]=[CH:6][C:5]([CH2:4][CH2:8][CH2:9][CH2:10][N:11]([C@H:25]2[CH2:30][CH2:29][C@H:28]([CH3:31])[CH2:27][CH2:26]2)[C:12](=[O:24])[NH:13][C:14]2[S:15][C:16]([S:19][CH2:20][C:21]([OH:23])=[O:22])=[CH:17][N:18]=2)=[CH:33][CH:3]=1, predict the reactants needed to synthesize it. The reactants are: [Cl:1][C:2]1[CH:3]=[C:4]([CH2:8][CH2:9][CH2:10][N:11]([C@H:25]2[CH2:30][CH2:29][C@H:28]([CH3:31])[CH2:27][CH2:26]2)[C:12](=[O:24])[NH:13][C:14]2[S:15][C:16]([S:19][CH2:20][C:21]([OH:23])=[O:22])=[CH:17][N:18]=2)[CH:5]=[CH:6][CH:7]=1.Cl[C:33]1C=CC(CCCC(O)=O)=CC=1.C(OC(=O)CSC1SC(N)=NC=1)C.